From a dataset of Forward reaction prediction with 1.9M reactions from USPTO patents (1976-2016). Predict the product of the given reaction. Given the reactants [F:1][C:2]1([F:33])[O:6][C:5]2[CH:7]=[CH:8][C:9]([C:11]3([C:14]([NH:16][C:17]4[N:22]=[C:21]([C:23]5[CH:24]=[C:25]([CH:29]=[CH:30][CH:31]=5)[C:26]([OH:28])=[O:27])[C:20]([CH3:32])=[CH:19][CH:18]=4)=[O:15])[CH2:13][CH2:12]3)=[CH:10][C:4]=2[O:3]1.Cl, predict the reaction product. The product is: [F:33][C:2]1([F:1])[O:6][C:5]2[CH:7]=[CH:8][C:9]([C:11]3([C:14]([NH:16][C:17]4[N:22]=[C:21]([C:23]5[CH:24]=[C:25]([CH:29]=[CH:30][CH:31]=5)[C:26]([OH:28])=[O:27])[C:20]([CH3:32])=[CH:19][CH:18]=4)=[O:15])[CH2:13][CH2:12]3)=[CH:10][C:4]=2[O:3]1.